Dataset: Forward reaction prediction with 1.9M reactions from USPTO patents (1976-2016). Task: Predict the product of the given reaction. (1) Given the reactants [F:1][C:2]([F:53])([F:52])[C:3]1[CH:4]=[C:5]([C:13]([CH3:51])([CH3:50])[C:14]([N:16]([C:18]2[CH:19]=[N:20][C:21]([N:32]3[CH2:37][CH2:36][N:35]4[CH2:38][CH2:39][CH2:40][C@H:34]4[C@@H:33]3[CH2:41][O:42][Si](C(C)(C)C)(C)C)=[CH:22][C:23]=2[C:24]2[CH:29]=[CH:28][C:27]([F:30])=[CH:26][C:25]=2[CH3:31])[CH3:17])=[O:15])[CH:6]=[C:7]([C:9]([F:12])([F:11])[F:10])[CH:8]=1.N, predict the reaction product. The product is: [F:12][C:9]([F:10])([F:11])[C:7]1[CH:6]=[C:5]([C:13]([CH3:51])([CH3:50])[C:14]([N:16]([C:18]2[CH:19]=[N:20][C:21]([N:32]3[CH2:37][CH2:36][N:35]4[CH2:38][CH2:39][CH2:40][C@H:34]4[C@@H:33]3[CH2:41][OH:42])=[CH:22][C:23]=2[C:24]2[CH:29]=[CH:28][C:27]([F:30])=[CH:26][C:25]=2[CH3:31])[CH3:17])=[O:15])[CH:4]=[C:3]([C:2]([F:1])([F:52])[F:53])[CH:8]=1. (2) Given the reactants Cl[C:2]1[N:10]=[CH:9][N:8]=[C:7]2[C:3]=1[N:4]=[C:5]([CH:19]1[CH2:21][CH2:20]1)[N:6]2[CH2:11][O:12][CH2:13][CH2:14][Si:15]([CH3:18])([CH3:17])[CH3:16].[NH3:22], predict the reaction product. The product is: [CH:19]1([C:5]2[N:6]([CH2:11][O:12][CH2:13][CH2:14][Si:15]([CH3:18])([CH3:17])[CH3:16])[C:7]3[C:3]([N:4]=2)=[C:2]([NH2:22])[N:10]=[CH:9][N:8]=3)[CH2:21][CH2:20]1. (3) The product is: [Cl:1][C:2]1[C:11]([C:12]([OH:17])=[O:13])=[CH:10][C:9]2[C:4](=[CH:5][CH:6]=[CH:7][CH:8]=2)[N:3]=1. Given the reactants [Cl:1][C:2]1[C:11]([CH:12]=[O:13])=[CH:10][C:9]2[C:4](=[CH:5][CH:6]=[CH:7][CH:8]=2)[N:3]=1.O.O.P([O-])(O)(O)=[O:17].[Na+].Cl([O-])=O.[Na+].S([O-])([O-])=O.[Na+].[Na+].Cl, predict the reaction product. (4) Given the reactants [CH3:1][O:2][C:3](=[O:38])[C:4]1[CH:9]=[CH:8][CH:7]=[CH:6][C:5]=1[S:10][C:11]1[C:19]2[C:14](=[CH:15][C:16]([N:20](C(OC(C)(C)C)=O)[CH3:21])=[CH:17][CH:18]=2)[N:13]([CH2:29][C:30]2[CH:35]=[C:34]([F:36])[CH:33]=[C:32]([F:37])[CH:31]=2)[CH:12]=1, predict the reaction product. The product is: [CH3:1][O:2][C:3](=[O:38])[C:4]1[CH:9]=[CH:8][CH:7]=[CH:6][C:5]=1[S:10][C:11]1[C:19]2[C:14](=[CH:15][C:16]([NH:20][CH3:21])=[CH:17][CH:18]=2)[N:13]([CH2:29][C:30]2[CH:31]=[C:32]([F:37])[CH:33]=[C:34]([F:36])[CH:35]=2)[CH:12]=1. (5) Given the reactants [CH2:1]([Li])[CH2:2][CH2:3][CH2:4][Li].C(OCC)C.[CH2:12]([N:19]1[CH2:24][CH2:23][N:22]([CH2:25][CH2:26][C:27]#[N:28])[CH2:21][CH2:20]1)[C:13]1[CH:18]=[CH:17][CH:16]=[CH:15][CH:14]=1.[OH-].[Na+].C(N1CCNCC1)C1C=CC=CC=1, predict the reaction product. The product is: [CH2:12]([N:19]1[CH2:20][CH2:21][N:22]([CH2:25][CH2:26][C:27]2([NH2:28])[CH2:4][CH2:3][CH2:2][CH2:1]2)[CH2:23][CH2:24]1)[C:13]1[CH:14]=[CH:15][CH:16]=[CH:17][CH:18]=1. (6) Given the reactants N1[CH:6]=[CH:5][CH:4]=CC=1.[O:7](S(C(F)(F)F)(=O)=O)[S:8]([C:11]([F:14])([F:13])[F:12])(=[O:10])=[O:9].CCOC(C)=O.[CH3:28][CH2:29][CH2:30][CH2:31][CH2:32][CH2:33][CH3:34], predict the reaction product. The product is: [F:12][C:11]([F:14])([F:13])[S:8]([O:7][C:30]1[CH:31]=[C:32]([CH:4]2[CH2:5][CH2:6]2)[CH:33]=[CH:34][C:29]=1[CH3:28])(=[O:10])=[O:9]. (7) Given the reactants [H][H].[NH:3]1[CH2:8][CH2:7][CH2:6][CH2:5][CH:4]1[C:9]1[CH:15]=[CH:14][C:12]([NH2:13])=[CH:11][CH:10]=1.[CH3:16][C:17]([O:20][C:21](O[C:21]([O:20][C:17]([CH3:19])([CH3:18])[CH3:16])=[O:22])=[O:22])([CH3:19])[CH3:18], predict the reaction product. The product is: [NH2:13][C:12]1[CH:14]=[CH:15][C:9]([CH:4]2[CH2:5][CH2:6][CH2:7][CH2:8][N:3]2[C:21]([O:20][C:17]([CH3:19])([CH3:18])[CH3:16])=[O:22])=[CH:10][CH:11]=1. (8) Given the reactants [OH-].[Na+].[Cl:3][C:4]1[CH:25]=[C:24]([Cl:26])[CH:23]=[CH:22][C:5]=1[CH2:6][N:7]1[C:11]2[CH:12]=[C:13]([C:16]([O:18]CC)=[O:17])[CH:14]=[CH:15][C:10]=2[N:9]=[C:8]1[CH3:21].Cl, predict the reaction product. The product is: [C:16]([C:13]1[CH:14]=[CH:15][C:10]2[N:9]=[C:8]([CH3:21])[N:7]([CH2:6][C:5]3[CH:22]=[CH:23][C:24]([Cl:26])=[CH:25][C:4]=3[Cl:3])[C:11]=2[CH:12]=1)([OH:18])=[O:17].